From a dataset of Full USPTO retrosynthesis dataset with 1.9M reactions from patents (1976-2016). Predict the reactants needed to synthesize the given product. (1) Given the product [CH:11]([OH:28])=[O:36].[Cl:27][C:24]1[CH:25]=[CH:26][C:21]([CH2:20][C:18]2[C:17]3[C:12](=[CH:13][CH:14]=[CH:15][CH:16]=3)[C:11](=[O:28])[N:10]([CH2:9][C@H:5]3[CH2:6][CH2:7][CH2:8][N:4]3[CH2:3][CH2:2][NH:1][C:32](=[O:36])[CH2:56][CH2:57][O:62][CH3:61])[N:19]=2)=[CH:22][CH:23]=1, predict the reactants needed to synthesize it. The reactants are: [NH2:1][CH2:2][CH2:3][N:4]1[CH2:8][CH2:7][CH2:6][C@@H:5]1[CH2:9][N:10]1[N:19]=[C:18]([CH2:20][C:21]2[CH:26]=[CH:25][C:24]([Cl:27])=[CH:23][CH:22]=2)[C:17]2[C:12](=[CH:13][CH:14]=[CH:15][CH:16]=2)[C:11]1=[O:28].CN([C:32]([O:36]N1N=NC2C=CC=CC1=2)=[N+](C)C)C.[B-](F)(F)(F)F.C(N([CH2:56][CH3:57])CC)C.CN([CH:61]=[O:62])C. (2) Given the product [Cl:10][C:11]1[N:16]=[C:15]([NH:9][C:6]2[CH:5]=[C:4]([CH:1]3[CH2:3][CH2:2]3)[NH:8][N:7]=2)[CH:14]=[C:13]([CH3:18])[N:12]=1, predict the reactants needed to synthesize it. The reactants are: [CH:1]1([C:4]2[NH:8][N:7]=[C:6]([NH2:9])[CH:5]=2)[CH2:3][CH2:2]1.[Cl:10][C:11]1[N:16]=[C:15](Cl)[CH:14]=[C:13]([CH3:18])[N:12]=1.CCN(C(C)C)C(C)C.CCO. (3) Given the product [C:1]([C:3]1[CH:4]([C:10]([F:12])([F:13])[F:11])[N:5]([C:33]2[CH:34]=[C:35]([C:37]([F:40])([F:38])[F:39])[CH:36]=[C:31]([C:30]([F:29])([F:43])[F:42])[CH:32]=2)[N:6]([CH3:9])[C:7]=1[CH3:8])#[CH:2], predict the reactants needed to synthesize it. The reactants are: [C:1]([C:3]1[C:4]([C:10]([F:13])([F:12])[F:11])=[N:5][N:6]([CH3:9])[C:7]=1[CH3:8])#[CH:2].C(P(C(C)(C)C)C1C=CC=CC=1)(C)(C)C.[F:29][C:30]([F:43])([F:42])[C:31]1[CH:32]=[C:33](Br)[CH:34]=[C:35]([C:37]([F:40])([F:39])[F:38])[CH:36]=1.C1(N(C)C)CCCCC1.Cl.